This data is from Reaction yield outcomes from USPTO patents with 853,638 reactions. The task is: Predict the reaction yield, written as a fraction of the theoretical maximum amount of product (1.0 means a 100% yield; for example, 0.34 means a 34% yield). (1) The reactants are [OH:1][C:2]1[CH:7]=[CH:6][C:5]([CH2:8][CH2:9][C:10]([OH:12])=[O:11])=[CH:4][C:3]=1[CH:13]=[N:14][C:15]1[CH:20]=[CH:19][CH:18]=[CH:17][C:16]=1[OH:21].O[N:23]1[C:27](=[O:28])[CH2:26][CH2:25][C:24]1=[O:29]. The catalyst is O1CCOCC1. The product is [OH:1][C:2]1[CH:7]=[CH:6][C:5]([CH2:8][CH2:9][C:10]([O:12][N:23]2[C:27](=[O:28])[CH2:26][CH2:25][C:24]2=[O:29])=[O:11])=[CH:4][C:3]=1[CH:13]=[N:14][C:15]1[CH:20]=[CH:19][CH:18]=[CH:17][C:16]=1[OH:21]. The yield is 0.560. (2) The reactants are [C:1]([OH:12])(=O)/[CH:2]=[C:3](/[CH2:5][CH2:6][CH:7]=[C:8]([CH3:10])[CH3:9])\[CH3:4].C([N:15]([CH2:18][CH3:19])CC)C.ClC(OCC(C)C)=[O:22].Cl.OC1[O:38][C@H:37]([CH2:39][OH:40])[C@H:35]([OH:36])[C@H:33]([OH:34])[C@H]1N. The catalyst is O.[OH-].[Na+].CC(C)=O.C1COCC1. The product is [CH:18]1([NH:15][C:1](=[O:12])/[CH:2]=[C:3](/[CH2:5][CH2:6][CH:7]=[C:8]([CH3:9])[CH3:10])\[CH3:4])[O:38][C@H:37]([CH2:39][OH:40])[C@H:35]([OH:36])[C@H:33]([OH:34])[C@H:19]1[OH:22]. The yield is 0.460. (3) The reactants are [F:1][C:2]1[C:11]([CH2:12][CH2:13][C:14]2[CH:15]=[N:16][C:17]([NH:20][C:21]3[CH:26]=[CH:25][C:24]([N:27]4[CH2:32][CH2:31][CH2:30][CH2:29][C:28]4=[O:33])=[CH:23][CH:22]=3)=[N:18][CH:19]=2)=[CH:10][C:5]([C:6]([O:8]C)=O)=[CH:4][C:3]=1[O:34][CH3:35].[OH-].[Na+].Cl.CN.[CH3:41][N:42](C(ON1N=NC2C=CC=NC1=2)=[N+](C)C)C.F[P-](F)(F)(F)(F)F.CCN(C(C)C)C(C)C. The catalyst is CO.CN(C=O)C. The product is [F:1][C:2]1[C:11]([CH2:12][CH2:13][C:14]2[CH:19]=[N:18][C:17]([NH:20][C:21]3[CH:26]=[CH:25][C:24]([N:27]4[CH2:32][CH2:31][CH2:30][CH2:29][C:28]4=[O:33])=[CH:23][CH:22]=3)=[N:16][CH:15]=2)=[CH:10][C:5]([C:6]([NH:42][CH3:41])=[O:8])=[CH:4][C:3]=1[O:34][CH3:35]. The yield is 0.192. (4) The reactants are [CH:1]([OH:3])=O.C(OC(=O)C)(=O)C.[OH:11][NH:12][CH:13]([CH2:36][C@@H:37]([C:39]1[CH:44]=[CH:43][CH:42]=[CH:41][CH:40]=1)[CH3:38])[CH2:14][S:15]([N:18]1[CH2:23][CH2:22][N:21]([C:24]2[CH:29]=[CH:28][C:27]([C:30]#[C:31][Si](C)(C)C)=[CH:26][CH:25]=2)[CH2:20][CH2:19]1)(=[O:17])=[O:16]. The catalyst is C(Cl)Cl. The product is [OH:11][N:12]([CH:13]([CH2:14][S:15]([N:18]1[CH2:19][CH2:20][N:21]([C:24]2[CH:25]=[CH:26][C:27]([C:30]#[CH:31])=[CH:28][CH:29]=2)[CH2:22][CH2:23]1)(=[O:16])=[O:17])[CH2:36][C@@H:37]([C:39]1[CH:40]=[CH:41][CH:42]=[CH:43][CH:44]=1)[CH3:38])[CH:1]=[O:3]. The yield is 0.150. (5) The reactants are [Cl:1][C:2]1[CH:3]=[C:4]([CH:9](O)[C:10]([F:13])([F:12])[F:11])[CH:5]=[C:6]([Cl:8])[CH:7]=1.C1C(=O)N([Br:22])C(=O)C1.P(OC1C=CC=CC=1)(OC1C=CC=CC=1)OC1C=CC=CC=1. The catalyst is C(Cl)Cl. The product is [Br:22][CH:9]([C:4]1[CH:3]=[C:2]([Cl:1])[CH:7]=[C:6]([Cl:8])[CH:5]=1)[C:10]([F:13])([F:12])[F:11]. The yield is 0.400.